This data is from hERG Central: cardiac toxicity at 1µM, 10µM, and general inhibition. The task is: Predict hERG channel inhibition at various concentrations. (1) The drug is CCN(CC(=O)Nc1c(F)cccc1F)C(=O)C1CCN(c2ncnc3sc(C)c(C)c23)CC1. Results: hERG_inhib (hERG inhibition (general)): blocker. (2) The molecule is Cc1cccc(OCC(O)CN2CC3(C)CC2CC(C)(C)C3)c1. Results: hERG_inhib (hERG inhibition (general)): blocker.